This data is from Forward reaction prediction with 1.9M reactions from USPTO patents (1976-2016). The task is: Predict the product of the given reaction. (1) Given the reactants [Br:1][C:2]1[CH:8]=[C:7]([CH2:9][CH3:10])[C:5]([NH2:6])=[C:4]([CH2:11][CH3:12])[CH:3]=1.N1C=CC=CC=1.[C:19](Cl)(=[O:26])[C:20]1[CH:25]=[CH:24][CH:23]=[CH:22][CH:21]=1, predict the reaction product. The product is: [Br:1][C:2]1[CH:8]=[C:7]([CH2:9][CH3:10])[C:5]([NH:6][C:19](=[O:26])[C:20]2[CH:25]=[CH:24][CH:23]=[CH:22][CH:21]=2)=[C:4]([CH2:11][CH3:12])[CH:3]=1. (2) Given the reactants [C:1]([O:5][C:6]([NH:8][C:9]1[S:13][C:12]([C:14]2[CH:19]=[CH:18][CH:17]=[CH:16][CH:15]=2)=[N:11][C:10]=1[C:20]([OH:22])=O)=[O:7])([CH3:4])([CH3:3])[CH3:2].[CH3:23][N:24](C(ON1N=NC2C=CC=NC1=2)=[N+](C)C)C.F[P-](F)(F)(F)(F)F.CN1CCOCC1.CN, predict the reaction product. The product is: [CH3:23][NH:24][C:20]([C:10]1[N:11]=[C:12]([C:14]2[CH:15]=[CH:16][CH:17]=[CH:18][CH:19]=2)[S:13][C:9]=1[NH:8][C:6]([O:5][C:1]([CH3:4])([CH3:3])[CH3:2])=[O:7])=[O:22]. (3) Given the reactants [CH3:1][O:2][C:3]([CH3:15])([CH2:12][CH2:13][CH3:14])[CH2:4][CH2:5][CH2:6][C:7]([CH3:11])([OH:10])[C:8]#[CH:9].C(SCCO)CSCCO.[H][H], predict the reaction product. The product is: [CH3:1][O:2][C:3]([CH3:15])([CH2:12][CH2:13][CH3:14])[CH2:4][CH2:5][CH2:6][C:7]([CH3:11])([OH:10])[CH:8]=[CH2:9]. (4) Given the reactants Cl[C:2]1[CH:3]=[CH:4][C:5]2[N:6]([N:8]=[C:9]([N:11]([C:24]3[CH:29]=[CH:28][C:27]([S:30]([CH3:33])(=[O:32])=[O:31])=[CH:26][C:25]=3[O:34][CH3:35])[C:12](=[O:23])[CH2:13][N:14]([CH3:22])[C:15](=[O:21])[O:16][C:17]([CH3:20])([CH3:19])[CH3:18])[N:10]=2)[CH:7]=1.[F:36][C:37]1[CH:42]=[CH:41][C:40]([C@@H:43]([CH3:56])[C:44]([NH:46][C:47]2[CH:52]=[CH:51][C:50](B(O)O)=[CH:49][CH:48]=2)=[O:45])=[CH:39][CH:38]=1.O.P([O-])([O-])([O-])=O.[K+].[K+].[K+].C1(P(C2CCCCC2)C2C=CC=CC=2C2C(OC)=CC=CC=2OC)CCCCC1, predict the reaction product. The product is: [F:36][C:37]1[CH:38]=[CH:39][C:40]([C@@H:43]([CH3:56])[C:44]([NH:46][C:47]2[CH:48]=[CH:49][C:50]([C:2]3[CH:3]=[CH:4][C:5]4[N:6]([N:8]=[C:9]([N:11]([C:24]5[CH:29]=[CH:28][C:27]([S:30]([CH3:33])(=[O:31])=[O:32])=[CH:26][C:25]=5[O:34][CH3:35])[C:12](=[O:23])[CH2:13][N:14]([CH3:22])[C:15](=[O:21])[O:16][C:17]([CH3:20])([CH3:18])[CH3:19])[N:10]=4)[CH:7]=3)=[CH:51][CH:52]=2)=[O:45])=[CH:41][CH:42]=1.